The task is: Predict the product of the given reaction.. This data is from Forward reaction prediction with 1.9M reactions from USPTO patents (1976-2016). (1) Given the reactants [O:1]1[CH2:18][CH:2]1[CH2:3][O:4][C:5]1[C:17]2[C:16]3[C:11](=[CH:12][CH:13]=[CH:14][CH:15]=3)[NH:10][C:9]=2[CH:8]=[CH:7][CH:6]=1.[CH3:19][O:20][C:21]1[CH:30]=[CH:29][CH:28]=[CH:27][C:22]=1[O:23][CH2:24][CH2:25][NH2:26], predict the reaction product. The product is: [CH3:19][O:20][C:21]1[CH:30]=[CH:29][CH:28]=[CH:27][C:22]=1[O:23][CH2:24][CH2:25][NH:26][CH2:18][CH:2]([OH:1])[CH2:3][O:4][C:5]1[CH:6]=[CH:7][CH:8]=[C:9]2[NH:10][C:11]3[CH:12]=[CH:13][CH:14]=[CH:15][C:16]=3[C:17]=12. (2) Given the reactants [C:1]([O:5][C:6]([CH2:8][C@@H:9]1[O:14][C:13]([CH3:16])([CH3:15])[O:12][C@H:11]([CH2:17][CH2:18][N:19]([CH:25]([C:29]2[CH:34]=[CH:33][C:32]([F:35])=[CH:31][CH:30]=2)C(O)=O)[C:20](=O)[CH:21]([CH3:23])[CH3:22])[CH2:10]1)=[O:7])([CH3:4])([CH3:3])[CH3:2].[C:36]([C:38]([O:40][CH2:41][C:42]1[CH:47]=[CH:46][CH:45]=[CH:44][CH:43]=1)=[O:39])#[N:37].C(OC(=O)C)(=O)C, predict the reaction product. The product is: [CH2:41]([O:40][C:38]([C:36]1[N:37]=[C:25]([C:29]2[CH:30]=[CH:31][C:32]([F:35])=[CH:33][CH:34]=2)[N:19]([CH2:18][CH2:17][C@@H:11]2[CH2:10][C@H:9]([CH2:8][C:6]([O:5][C:1]([CH3:2])([CH3:4])[CH3:3])=[O:7])[O:14][C:13]([CH3:15])([CH3:16])[O:12]2)[C:20]=1[CH:21]([CH3:23])[CH3:22])=[O:39])[C:42]1[CH:47]=[CH:46][CH:45]=[CH:44][CH:43]=1. (3) Given the reactants [CH2:1]([N:8]1[CH2:13][CH2:12][CH:11]([N:14]2[C:19]3[N:20]=[C:21](S(C)(=O)=O)[N:22]=[CH:23][C:18]=3[CH:17]=[C:16]([C:28]3[CH:33]=[CH:32][CH:31]=[CH:30][C:29]=3[CH3:34])[C:15]2=[O:35])[CH2:10][CH2:9]1)[C:2]1[CH:7]=[CH:6][CH:5]=[CH:4][CH:3]=1.[NH2:36][CH:37]1[CH2:42][CH2:41][N:40]([C:43]([O:45][C:46]([CH3:49])([CH3:48])[CH3:47])=[O:44])[CH2:39][CH2:38]1, predict the reaction product. The product is: [CH2:1]([N:8]1[CH2:13][CH2:12][CH:11]([N:14]2[C:19]3[N:20]=[C:21]([NH:36][CH:37]4[CH2:38][CH2:39][N:40]([C:43]([O:45][C:46]([CH3:49])([CH3:48])[CH3:47])=[O:44])[CH2:41][CH2:42]4)[N:22]=[CH:23][C:18]=3[CH:17]=[C:16]([C:28]3[CH:33]=[CH:32][CH:31]=[CH:30][C:29]=3[CH3:34])[C:15]2=[O:35])[CH2:10][CH2:9]1)[C:2]1[CH:7]=[CH:6][CH:5]=[CH:4][CH:3]=1. (4) Given the reactants Br[C:2]1[CH:10]=[C:9]2[C:5]([CH:6]=[N:7][NH:8]2)=[C:4]([NH:11][C:12]([C:14]2[N:15]=[C:16]([CH3:19])[S:17][CH:18]=2)=[O:13])[CH:3]=1.C(=O)([O-])[O-].[Na+].[Na+].O1CCOCC1.[CH3:32][O:33][C:34]1[CH:35]=[N:36][CH:37]=[C:38](B2OC(C)(C)C(C)(C)O2)[CH:39]=1, predict the reaction product. The product is: [CH3:19][C:16]1[S:17][CH:18]=[C:14]([C:12]([NH:11][C:4]2[CH:3]=[C:2]([C:38]3[CH:37]=[N:36][CH:35]=[C:34]([O:33][CH3:32])[CH:39]=3)[CH:10]=[C:9]3[C:5]=2[CH:6]=[N:7][NH:8]3)=[O:13])[N:15]=1.